From a dataset of Blood-brain barrier permeability classification from the B3DB database. Regression/Classification. Given a drug SMILES string, predict its absorption, distribution, metabolism, or excretion properties. Task type varies by dataset: regression for continuous measurements (e.g., permeability, clearance, half-life) or binary classification for categorical outcomes (e.g., BBB penetration, CYP inhibition). Dataset: b3db_classification. (1) The compound is CC(C)NC[C@H](O)COc1ccc(COCCOC(C)C)cc1. The result is 1 (penetrates BBB). (2) The drug is CC(C)n1nnc(NC(=O)C2c3ccccc3Oc3ccccc32)n1. The result is 1 (penetrates BBB).